From a dataset of Experimentally validated miRNA-target interactions with 360,000+ pairs, plus equal number of negative samples. Binary Classification. Given a miRNA mature sequence and a target amino acid sequence, predict their likelihood of interaction. (1) The miRNA is hsa-miR-1224-5p with sequence GUGAGGACUCGGGAGGUGG. The protein sequence of the target gene is MARGCLCCLKYTMFLFNLIFWLCGCGLLGVGIWLSVSQGNFATFSPSFPSLSAANLVIAIGTIVMVTGFLGCLGAIKENKCLLLSFFIVLLIILLAELILIILFFVYMDKVNENAKQDLKEGLLLYNTENNVGLKNAWNIIQAEMRCCGVTDYTDWYPVLGENTVPDRCCMENSQGCGRNSTTPLWRTGCYEKVKLWFDDNKHVLGTVGMCILIMQILGMAFSMTLFQHIHRTGKKYDA. Result: 0 (no interaction). (2) The miRNA is mmu-miR-17-5p with sequence CAAAGUGCUUACAGUGCAGGUAG. The protein sequence of the target gene is MDTAEEDICRVCRSEGTPEKPLYHPCVCTGSIKFIHQECLVQWLKHSRKEYCELCKHRFAFTPIYSPDMPSRLPIQDIFAGLVTSIGTAIRYWFHYTLVAFAWLGVVPLTACRIYKCLFTGSVSSLLTLPLDMLSTENLLADCLQGCFVVTCTLCAFISLVWLREQIVHGGAPIWLEHAAPPFNAAGHHQNEAPVGGNGAENPAADQPANPAGENAVLGENPDAQDGQAEEEEEDNEEEDDAGVEDAADANNGAQDDMNWNALEWDRAAEELTWERMLGLDGSLVFLEHVFWVVSLNTLF.... Result: 1 (interaction). (3) The protein sequence of the target gene is MADGQVAELLLRRLEASDGGLDSAELAAELGMEHQAVVGAVKSLQALGEVIEAELRSTKHWELTAEGEEIAREGSHEARVFRSIPPEGLAQSELMRLPSGKVGFSKAMSNKWIRVDKSAADGPRVFRVVDSMEDEVQRRLQLVRGGQAEKLGEKERSELRKRKLLAEVTLKTYWVSKGSAFSTSISKQETELSPEMISSGSWRDRPFKPYNFLAHGVLPDSGHLHPLLKVRSQFRQIFLEMGFTEMPTDNFIESSFWNFDALFQPQQHPARDQHDTFFLRDPAEALQLPMDYVQRVKRTH.... Result: 0 (no interaction). The miRNA is hsa-miR-1469 with sequence CUCGGCGCGGGGCGCGGGCUCC. (4) The miRNA is hsa-miR-639 with sequence AUCGCUGCGGUUGCGAGCGCUGU. The protein sequence of the target gene is MWVLGIAATFCGLFLLPGFALQIQCYQCEEFQLNNDCSSPEFIVNCTVNVQDMCQKEVMEQSAGIMYRKSCASSAACLIASAGYQSFCSPGKLNSVCISCCNTPLCNGPRPKKRGSSASALRPGLRTTILFLKLALFSAHC. Result: 0 (no interaction). (5) The miRNA is hsa-miR-519c-5p with sequence CUCUAGAGGGAAGCGCUUUCUG. The protein sequence of the target gene is MAEGGAADLDTQRSDIATLLKTSLRKGDTWYLVDSRWFKQWKKYVGFDSWDKYQMGDQNVYPGPIDNSGLLKDGDAQSLKEHLIDELDYILLPTEGWNKLVSWYTLMEGQEPIARKVVEQGMFVKHCKVEVYLTELKLCENGNMNNVVTRRFSKADTIDTIEKEIRKIFNIPDEKEARLWNKYMSNTFEPLNKPDSTIQDAGLYQGQVLVIEQKNEDGTWPRGPSTPKSPGASNFSTLPKISPSSLSNNYNNINNRNVKNSNYCLPSYTAYKNYDYSEPGRNNEQPGLCGLSNLGNTCFM.... Result: 0 (no interaction). (6) The miRNA is hsa-miR-6751-5p with sequence UUGGGGGUGAGGUUGGUGUCUGG. The protein sequence of the target gene is MAATFQLPGHQEMPLTFQDVAVYFSQAEGRQLGPQQRALYRDVMLENYGNVASLGFPVPKPELISQLEQGKELWVLNLLGAEEPDILKSCQKDSEVGTKKELSILNQKFSEEVKTPEFVSRRLLRDNAQAAEFREAWGREGKLKERVGNSAGQSLNKPNIHKRVLTEATVGRERSLGERTQECSAFDRNLNLDQNVVRLQRNKTGERVFKCDICSKTFKYNSDLSRHQRSHTGEKPYECGRCGRAFTHSSNLVLHHHIHTGNKPFKCDECGKTFGLNSHLRLHRRIHTGEKPFGCGECGK.... Result: 1 (interaction).